This data is from Reaction yield outcomes from USPTO patents with 853,638 reactions. The task is: Predict the reaction yield, written as a fraction of the theoretical maximum amount of product (1.0 means a 100% yield; for example, 0.34 means a 34% yield). (1) The reactants are [Br:1][C:2]1[CH:3]=[C:4]([NH:9][C:10]2[C:19]3[C:14](=[CH:15][N:16]=[C:17](F)[CH:18]=3)[N:13]=[CH:12][C:11]=2[C:21]#[N:22])[CH:5]=[CH:6][C:7]=1[CH3:8].[N:23]1[CH:28]=[CH:27][CH:26]=[C:25]([CH2:29][NH2:30])[CH:24]=1. No catalyst specified. The product is [Br:1][C:2]1[CH:3]=[C:4]([NH:9][C:10]2[C:19]3[C:14](=[CH:15][N:16]=[C:17]([NH:30][CH2:29][C:25]4[CH:24]=[N:23][CH:28]=[CH:27][CH:26]=4)[CH:18]=3)[N:13]=[CH:12][C:11]=2[C:21]#[N:22])[CH:5]=[CH:6][C:7]=1[CH3:8]. The yield is 0.140. (2) The reactants are CC1(C)C(C)(C)OB([C:9]2[CH:10]=[CH:11][C:12]([NH:15][C:16](=[O:18])[CH3:17])=[N:13][CH:14]=2)O1.Cl[C:21]1[N:22]=[C:23]2[C:28](=[CH:29][CH:30]=1)[N:27]=[CH:26][C:25]1[CH:31]=[CH:32][C:33](=[O:45])[N:34]([C:35]3[CH:40]=[CH:39][CH:38]=[C:37]([C:41]([F:44])([F:43])[F:42])[CH:36]=3)[C:24]2=1.C(=O)([O-])[O-].[Na+].[Na+]. The catalyst is C1(P(C2C=CC=CC=2)C2C=CC=CC=2)C=CC=CC=1.C1(P(C2C=CC=CC=2)C2C=CC=CC=2)C=CC=CC=1.C1(P(C2C=CC=CC=2)C2C=CC=CC=2)C=CC=CC=1.C1(P(C2C=CC=CC=2)C2C=CC=CC=2)C=CC=CC=1.[Pd]. The product is [O:45]=[C:33]1[N:34]([C:35]2[CH:40]=[CH:39][CH:38]=[C:37]([C:41]([F:44])([F:43])[F:42])[CH:36]=2)[C:24]2[C:23]3[C:28](=[CH:29][CH:30]=[C:21]([C:9]4[CH:10]=[CH:11][C:12]([NH:15][C:16](=[O:18])[CH3:17])=[N:13][CH:14]=4)[N:22]=3)[N:27]=[CH:26][C:25]=2[CH:31]=[CH:32]1. The yield is 0.422.